This data is from Reaction yield outcomes from USPTO patents with 853,638 reactions. The task is: Predict the reaction yield, written as a fraction of the theoretical maximum amount of product (1.0 means a 100% yield; for example, 0.34 means a 34% yield). The reactants are [C:1]([O:5][C:6]([NH:8][CH:9]([C@H:13]([CH3:21])[CH2:14][CH2:15][CH2:16][CH:17]([CH3:20])[CH:18]=[CH2:19])[C:10]([OH:12])=O)=[O:7])([CH3:4])([CH3:3])[CH3:2].[CH3:22][O:23][C:24]([C@H:26]1[NH:30][CH2:29][C@H:28]([OH:31])[CH2:27]1)=[O:25].Cl.F[P-](F)(F)(F)(F)F.N1(OC(N(C)C)=[N+](C)C)C2N=CC=CC=2N=N1.C(N(CC)C(C)C)(C)C. The catalyst is C(Cl)Cl. The product is [C:1]([O:5][C:6]([NH:8][C@@H:9]([C@H:13]([CH3:21])[CH2:14][CH2:15][CH2:16][CH:17]([CH3:20])[CH:18]=[CH2:19])[C:10]([N:30]1[CH2:29][C@H:28]([OH:31])[CH2:27][C@H:26]1[C:24]([O:23][CH3:22])=[O:25])=[O:12])=[O:7])([CH3:2])([CH3:3])[CH3:4]. The yield is 0.460.